Task: Regression. Given a peptide amino acid sequence and an MHC pseudo amino acid sequence, predict their binding affinity value. This is MHC class I binding data.. Dataset: Peptide-MHC class I binding affinity with 185,985 pairs from IEDB/IMGT (1) The peptide sequence is TENSFEQI. The MHC is H-2-Kb with pseudo-sequence H-2-Kb. The binding affinity (normalized) is 0.0735. (2) The peptide sequence is WTALMFAAY. The MHC is HLA-A26:03 with pseudo-sequence HLA-A26:03. The binding affinity (normalized) is 0.447. (3) The MHC is Patr-B0101 with pseudo-sequence Patr-B0101. The binding affinity (normalized) is 0. The peptide sequence is ERYFRINSL. (4) The peptide sequence is SHLEVQGYWHL. The MHC is Mamu-A07 with pseudo-sequence Mamu-A07. The binding affinity (normalized) is 0.506. (5) The binding affinity (normalized) is 0.127. The peptide sequence is KWDLLKYDF. The MHC is HLA-A23:01 with pseudo-sequence HLA-A23:01.